This data is from Forward reaction prediction with 1.9M reactions from USPTO patents (1976-2016). The task is: Predict the product of the given reaction. The product is: [CH2:1]([O:8][C:9](=[O:23])[CH2:10][CH:11]([S:19]([N:28]1[CH2:29][CH2:30][CH:25]([CH3:24])[CH2:26][CH2:27]1)(=[O:21])=[O:20])[CH2:12][C:13]1[CH:18]=[CH:17][CH:16]=[CH:15][CH:14]=1)[C:2]1[CH:7]=[CH:6][CH:5]=[CH:4][CH:3]=1. Given the reactants [CH2:1]([O:8][C:9](=[O:23])[CH2:10][CH:11]([S:19](Cl)(=[O:21])=[O:20])[CH2:12][C:13]1[CH:18]=[CH:17][CH:16]=[CH:15][CH:14]=1)[C:2]1[CH:7]=[CH:6][CH:5]=[CH:4][CH:3]=1.[CH3:24][CH:25]1[CH2:30][CH2:29][NH:28][CH2:27][CH2:26]1, predict the reaction product.